Dataset: Peptide-MHC class I binding affinity with 185,985 pairs from IEDB/IMGT. Task: Regression. Given a peptide amino acid sequence and an MHC pseudo amino acid sequence, predict their binding affinity value. This is MHC class I binding data. The peptide sequence is YCLDFLFDV. The MHC is HLA-A02:01 with pseudo-sequence HLA-A02:01. The binding affinity (normalized) is 0.0190.